From a dataset of Reaction yield outcomes from USPTO patents with 853,638 reactions. Predict the reaction yield, written as a fraction of the theoretical maximum amount of product (1.0 means a 100% yield; for example, 0.34 means a 34% yield). (1) The product is [C:51]([C:55]1[N:60]=[C:59]([N:61]2[CH2:62][CH2:63][N:64]([CH2:67][CH2:68][CH2:69][CH2:70][NH:71][C:15]([CH:12]3[CH2:11][CH2:10][N:9]([C:6]4[CH:5]=[CH:4][C:3]([C:2]([F:1])([F:19])[F:18])=[CH:8][N:7]=4)[CH2:14][CH2:13]3)=[O:17])[CH2:65][CH2:66]2)[CH:58]=[C:57]([CH3:72])[N:56]=1)([CH3:54])([CH3:53])[CH3:52]. The catalyst is C(#N)C.C(Cl)(Cl)Cl. The reactants are [F:1][C:2]([F:19])([F:18])[C:3]1[CH:4]=[CH:5][C:6]([N:9]2[CH2:14][CH2:13][CH:12]([C:15]([OH:17])=O)[CH2:11][CH2:10]2)=[N:7][CH:8]=1.F[P-](F)(F)(F)(F)F.N1(OC(N(C)C)=[N+](C)C)C2N=CC=CC=2N=N1.C(N(CC)CC)C.[C:51]([C:55]1[N:60]=[C:59]([N:61]2[CH2:66][CH2:65][N:64]([CH2:67][CH2:68][CH2:69][CH2:70][NH2:71])[CH2:63][CH2:62]2)[CH:58]=[C:57]([CH3:72])[N:56]=1)([CH3:54])([CH3:53])[CH3:52]. The yield is 0.290. (2) The reactants are [CH2:1]([NH:8][C:9]1[C:18]2[C:13](=[CH:14][CH:15]=[CH:16][CH:17]=2)[N:12]=[C:11](Cl)[CH:10]=1)[C:2]1[CH:7]=[CH:6][CH:5]=[CH:4][CH:3]=1.[NH:20]1[CH2:25][CH2:24][CH2:23][CH2:22][CH2:21]1. The catalyst is CN1C(=O)CCC1.CCOC(C)=O.O. The product is [CH2:1]([NH:8][C:9]1[C:18]2[C:13](=[CH:14][CH:15]=[CH:16][CH:17]=2)[N:12]=[C:11]([N:20]2[CH2:25][CH2:24][CH2:23][CH2:22][CH2:21]2)[CH:10]=1)[C:2]1[CH:7]=[CH:6][CH:5]=[CH:4][CH:3]=1. The yield is 0.320. (3) The reactants are [N:1]1[CH:6]=[CH:5][CH:4]=[CH:3][C:2]=1[C:7]1[O:8][C:9]2[CH2:14][CH2:13][N:12]([C:15]3C=[C:17]([CH:20]=[CH:21][CH:22]=3)[C:18]#[N:19])[CH2:11][C:10]=2[N:23]=1.BrC1[N:30]=C(C#N)C=CC=1. No catalyst specified. The product is [N:1]1[CH:6]=[CH:5][CH:4]=[CH:3][C:2]=1[C:7]1[O:8][C:9]2[CH2:14][CH2:13][N:12]([C:15]3[N:30]=[C:17]([C:18]#[N:19])[CH:20]=[CH:21][CH:22]=3)[CH2:11][C:10]=2[N:23]=1. The yield is 0.170. (4) The reactants are Br[C:2]1[CH:9]=[CH:8][C:5]([C:6]#[N:7])=[C:4]([F:10])[C:3]=1[CH3:11].[Si:12]([O:19][C@@H:20]1[C@H:24]([CH3:25])[NH:23][C:22](=[O:26])[CH2:21]1)([C:15]([CH3:18])([CH3:17])[CH3:16])([CH3:14])[CH3:13].C(=O)([O-])[O-].[Cs+].[Cs+].C1(P(C2C=CC=CC=2)C2C3OC4C(=CC=CC=4P(C4C=CC=CC=4)C4C=CC=CC=4)C(C)(C)C=3C=CC=2)C=CC=CC=1. The catalyst is O1CCOCC1.C1C=CC(/C=C/C(/C=C/C2C=CC=CC=2)=O)=CC=1.C1C=CC(/C=C/C(/C=C/C2C=CC=CC=2)=O)=CC=1.C1C=CC(/C=C/C(/C=C/C2C=CC=CC=2)=O)=CC=1.[Pd].[Pd].O. The product is [Si:12]([O:19][C@H:20]1[CH2:21][C:22](=[O:26])[N:23]([C:2]2[CH:9]=[CH:8][C:5]([C:6]#[N:7])=[C:4]([F:10])[C:3]=2[CH3:11])[C@H:24]1[CH3:25])([C:15]([CH3:18])([CH3:17])[CH3:16])([CH3:14])[CH3:13]. The yield is 0.190. (5) The reactants are [C:1]1([Si:7]([C:15]2[CH:20]=[CH:19][CH:18]=[CH:17][CH:16]=2)([C:9]2[CH:14]=[CH:13][CH:12]=[CH:11][CH:10]=2)[SH:8])[CH:6]=[CH:5][CH:4]=[CH:3][CH:2]=1.[F:21][C:22]1[CH:27]=[C:26]([F:28])[C:25]([CH:29]=[CH2:30])=[CH:24][C:23]=1[N+:31]([O-:33])=[O:32].N(/C(C)(C)C#N)=N\C(C)(C)C#N. The catalyst is C1C=CC=CC=1. The product is [F:28][C:26]1[CH:27]=[C:22]([F:21])[C:23]([N+:31]([O-:33])=[O:32])=[CH:24][C:25]=1[CH2:29][CH2:30][S:8][Si:7]([C:15]1[CH:20]=[CH:19][CH:18]=[CH:17][CH:16]=1)([C:1]1[CH:2]=[CH:3][CH:4]=[CH:5][CH:6]=1)[C:9]1[CH:14]=[CH:13][CH:12]=[CH:11][CH:10]=1. The yield is 1.00. (6) The reactants are [F:1][C:2]1[CH:7]=[C:6](OS(C(F)(F)F)(=O)=O)[CH:5]=[C:4]([F:16])[C:3]=1[C:17]1[N:22]=[C:21]([C:23]([O:25][CH3:26])=[O:24])[CH:20]=[CH:19][C:18]=1[F:27].[S:28]1[CH2:33][CH:32]=[C:31](B(O)O)[CH2:30][CH2:29]1.C(Cl)Cl. The catalyst is COCCOC.C1C=CC(P(C2C=CC=CC=2)[C-]2C=CC=C2)=CC=1.C1C=CC(P(C2C=CC=CC=2)[C-]2C=CC=C2)=CC=1.Cl[Pd]Cl.[Fe+2]. The product is [S:28]1[CH2:29][CH:30]=[C:31]([C:6]2[CH:5]=[C:4]([F:16])[C:3]([C:17]3[N:22]=[C:21]([C:23]([O:25][CH3:26])=[O:24])[CH:20]=[CH:19][C:18]=3[F:27])=[C:2]([F:1])[CH:7]=2)[CH2:32][CH2:33]1. The yield is 0.600. (7) The reactants are Cl.C([O:5][C:6]1[CH:11]=[CH:10][C:9]([C:12](=[O:23])[NH:13][C:14]2[S:15][CH:16]=[C:17]([S:19]([CH3:22])(=[O:21])=[O:20])[N:18]=2)=[CH:8][CH:7]=1)(=O)C. The catalyst is O1CCCC1. The product is [OH:5][C:6]1[CH:11]=[CH:10][C:9]([C:12]([NH:13][C:14]2[S:15][CH:16]=[C:17]([S:19]([CH3:22])(=[O:21])=[O:20])[N:18]=2)=[O:23])=[CH:8][CH:7]=1. The yield is 0.820. (8) The reactants are [C:1]1([C@@H:7]2[NH:13][CH2:12][C:11]3[CH:14]=[CH:15][C:16]([C:18]([O:20][CH3:21])=[O:19])=[CH:17][C:10]=3[O:9][CH2:8]2)[CH:6]=[CH:5][CH:4]=[CH:3][CH:2]=1.[C:22]1(B(O)O)[CH:27]=[CH:26][CH:25]=[CH:24][CH:23]=1.CCN(CC)CC.O=O. The catalyst is CC([O-])=O.CC([O-])=O.[Cu+2].C(Cl)Cl. The product is [C:1]1([C@@H:7]2[N:13]([C:22]3[CH:27]=[CH:26][CH:25]=[CH:24][CH:23]=3)[CH2:12][C:11]3[CH:14]=[CH:15][C:16]([C:18]([O:20][CH3:21])=[O:19])=[CH:17][C:10]=3[O:9][CH2:8]2)[CH:2]=[CH:3][CH:4]=[CH:5][CH:6]=1. The yield is 0.280. (9) The reactants are [CH:1]1([C:7]2[C:8]3[CH:26]=[CH:25][C:24]([C:27]([NH:29][C:30]([CH3:35])([CH3:34])[C:31]([OH:33])=O)=[O:28])=[CH:23][C:9]=3[N:10]3[C:16]=2[C:15]2[CH:17]=[CH:18][C:19]([O:21][CH3:22])=[CH:20][C:14]=2[O:13][CH2:12][CH2:11]3)[CH2:6][CH2:5][CH2:4][CH2:3][CH2:2]1.S(Cl)(Cl)=O.[NH2:40][C:41]1[CH:42]=[C:43]([CH:48]=[CH:49][C:50]=1[NH2:51])[C:44]([O:46][CH3:47])=[O:45].C(=O)([O-])O.[Na+]. The catalyst is C(Cl)(Cl)Cl.N1C=CC=CC=1.O.CO.CN(C)C=O. The product is [NH2:51][C:50]1[CH:49]=[CH:48][C:43]([C:44]([O:46][CH3:47])=[O:45])=[CH:42][C:41]=1[NH:40][C:31](=[O:33])[C:30]([NH:29][C:27]([C:24]1[CH:25]=[CH:26][C:8]2[C:7]([CH:1]3[CH2:6][CH2:5][CH2:4][CH2:3][CH2:2]3)=[C:16]3[N:10]([CH2:11][CH2:12][O:13][C:14]4[CH:20]=[C:19]([O:21][CH3:22])[CH:18]=[CH:17][C:15]=43)[C:9]=2[CH:23]=1)=[O:28])([CH3:35])[CH3:34]. The yield is 0.930. (10) The reactants are [F:1][C:2]1[CH:7]=[CH:6][C:5]([C:8]2[N:12]3[CH:13]=[CH:14][C:15]([CH:17]=[O:18])=[N:16][C:11]3=[N:10][CH:9]=2)=[CH:4][C:3]=1[C:19]1[C:20]([C:25]#[N:26])=[CH:21][CH:22]=[CH:23][CH:24]=1.S([CH2:37][N+:38]#[C-:39])(C1C=CC(C)=CC=1)(=O)=O.C(=O)([O-])[O-].[K+].[K+].C(OCC)C. The catalyst is CO.ClCCl. The product is [F:1][C:2]1[CH:7]=[CH:6][C:5]([C:8]2[N:12]3[CH:13]=[CH:14][C:15]([C:17]4[O:18][CH:39]=[N:38][CH:37]=4)=[N:16][C:11]3=[N:10][CH:9]=2)=[CH:4][C:3]=1[C:19]1[C:20]([C:25]#[N:26])=[CH:21][CH:22]=[CH:23][CH:24]=1. The yield is 0.340.